This data is from Catalyst prediction with 721,799 reactions and 888 catalyst types from USPTO. The task is: Predict which catalyst facilitates the given reaction. (1) Reactant: [Cl:1][C:2]1[CH:3]=[N:4][C:5](S(C)(=O)=O)=[N:6][CH:7]=1.[C-:12]#[N:13].[Na+]. Product: [Cl:1][C:2]1[CH:3]=[N:4][C:5]([C:12]#[N:13])=[N:6][CH:7]=1. The catalyst class is: 58. (2) The catalyst class is: 523. Product: [ClH:28].[NH:8]1[CH2:12][CH2:11][CH:10]([C:13]2[CH:14]=[CH:15][C:16]([NH:19][C:20]([C:22]3[CH:27]=[CH:26][C:25]([Cl:28])=[CH:24][N:23]=3)=[O:21])=[CH:17][CH:18]=2)[CH2:9]1. Reactant: C(OC([N:8]1[CH2:12][CH2:11][CH:10]([C:13]2[CH:18]=[CH:17][C:16]([NH:19][C:20]([C:22]3[CH:27]=[CH:26][C:25]([Cl:28])=[CH:24][N:23]=3)=[O:21])=[CH:15][CH:14]=2)[CH2:9]1)=O)(C)(C)C.Cl.